Dataset: Forward reaction prediction with 1.9M reactions from USPTO patents (1976-2016). Task: Predict the product of the given reaction. (1) Given the reactants [C:1]([O:5][C:6]([N:8]1[C:16]2[C:11](=[CH:12][CH:13]=[CH:14][CH:15]=2)[C:10](/[CH:17]=[CH:18]/[C:19]([OH:21])=O)=[CH:9]1)=[O:7])([CH3:4])([CH3:3])[CH3:2].[Br:22][C:23]1[CH:24]=[C:25]([CH:33]=[CH:34][CH:35]=1)[C:26]([NH:28][NH:29][CH:30]([CH3:32])[CH3:31])=[O:27].CN(C(ON1N=NC2C=CC=NC1=2)=[N+](C)C)C.F[P-](F)(F)(F)(F)F.C(N(CC)C(C)C)(C)C, predict the reaction product. The product is: [Br:22][C:23]1[CH:24]=[C:25]([CH:33]=[CH:34][CH:35]=1)[C:26]([NH:28][N:29]([C:19](=[O:21])/[CH:18]=[CH:17]/[C:10]1[C:11]2[C:16](=[CH:15][CH:14]=[CH:13][CH:12]=2)[N:8]([C:6]([O:5][C:1]([CH3:2])([CH3:3])[CH3:4])=[O:7])[CH:9]=1)[CH:30]([CH3:32])[CH3:31])=[O:27]. (2) Given the reactants C([O:9][CH2:10][CH2:11][O:12][CH2:13][CH2:14][N:15]1[C:23]2[C:22](Cl)=[N:21][CH:20]=[N:19][C:18]=2[CH:17]=[CH:16]1)(=O)C1C=CC=CC=1.[C:25]([C:29]1[N:30]=[C:31]([C:34]2[CH:35]=[C:36]([CH:46]=[CH:47][CH:48]=2)[O:37][C:38]2[CH:44]=[CH:43][C:41]([NH2:42])=[CH:40][C:39]=2[Cl:45])[S:32][CH:33]=1)([CH3:28])([CH3:27])[CH3:26].C(O)(C)C.[OH-].[Na+], predict the reaction product. The product is: [C:25]([C:29]1[N:30]=[C:31]([C:34]2[CH:35]=[C:36]([CH:46]=[CH:47][CH:48]=2)[O:37][C:38]2[CH:44]=[CH:43][C:41]([NH:42][C:22]3[C:23]4[N:15]([CH2:14][CH2:13][O:12][CH2:11][CH2:10][OH:9])[CH:16]=[CH:17][C:18]=4[N:19]=[CH:20][N:21]=3)=[CH:40][C:39]=2[Cl:45])[S:32][CH:33]=1)([CH3:28])([CH3:26])[CH3:27].